The task is: Predict the product of the given reaction.. This data is from Forward reaction prediction with 1.9M reactions from USPTO patents (1976-2016). (1) The product is: [Cl:28][C:15]1[CH:14]=[N:13][C:12]2[NH:11][C:7]3[CH:8]=[CH:9][CH:10]=[C:5]([CH:6]=3)[CH2:4][CH2:3][CH2:2][O:27][C:23]3[CH:22]=[C:21]([CH2:20][CH2:19][NH:18][C:16]=1[N:17]=2)[CH:26]=[CH:25][CH:24]=3. Given the reactants Br[CH2:2][CH2:3][CH2:4][C:5]1[CH:6]=[C:7]([NH:11][C:12]2[N:17]=[C:16]([NH:18][CH2:19][CH2:20][C:21]3[CH:22]=[C:23]([OH:27])[CH:24]=[CH:25][CH:26]=3)[C:15]([Cl:28])=[CH:14][N:13]=2)[CH:8]=[CH:9][CH:10]=1.[OH-].[Na+].Cl, predict the reaction product. (2) Given the reactants [CH2:1]([OH:4])[CH2:2][OH:3].[H-].[Na+].[Cl:7][C:8]1[CH:13]=[CH:12][C:11]([CH:14]([C:38]2[CH:43]=[CH:42][C:41]([Cl:44])=[CH:40][CH:39]=2)[C:15]2[CH:16]=[C:17]3[C:22](=[CH:23][CH:24]=2)[N:21]=[C:20](Cl)[N:19]=[C:18]3[NH:26][CH2:27][C:28]2[CH:33]=[CH:32][CH:31]=[C:30]([C:34]([F:37])([F:36])[F:35])[CH:29]=2)=[CH:10][CH:9]=1, predict the reaction product. The product is: [Cl:44][C:41]1[CH:42]=[CH:43][C:38]([CH:14]([C:11]2[CH:10]=[CH:9][C:8]([Cl:7])=[CH:13][CH:12]=2)[C:15]2[CH:16]=[C:17]3[C:22](=[CH:23][CH:24]=2)[N:21]=[C:20]([O:3][CH2:2][CH2:1][OH:4])[N:19]=[C:18]3[NH:26][CH2:27][C:28]2[CH:33]=[CH:32][CH:31]=[C:30]([C:34]([F:37])([F:36])[F:35])[CH:29]=2)=[CH:39][CH:40]=1.